From a dataset of Catalyst prediction with 721,799 reactions and 888 catalyst types from USPTO. Predict which catalyst facilitates the given reaction. (1) Reactant: C([O:8][C:9]1[C:68]([O:69]CC2C=CC=CC=2)=[C:67]([C:77]([OH:79])=[O:78])[CH:66]=[CH:65][C:10]=1[C:11]([NH:13][CH:14]([CH2:21][N:22]([CH2:44][CH2:45][NH:46][C:47]([C:49]1[CH:54]=[C:53]([CH3:55])[NH:52][C:51](=[O:56])[C:50]=1[O:57]CC1C=CC=CC=1)=[O:48])[CH2:23][CH2:24][NH:25][C:26]([C:28]1[CH:33]=[C:32]([CH3:34])[NH:31][C:30](=[O:35])[C:29]=1[O:36]CC1C=CC=CC=1)=[O:27])[CH2:15][CH2:16][CH2:17][C:18]([OH:20])=[O:19])=[O:12])C1C=CC=CC=1.Cl. Product: [OH:8][C:9]1[C:68]([OH:69])=[C:67]([C:77]([OH:79])=[O:78])[CH:66]=[CH:65][C:10]=1[C:11]([NH:13][CH:14]([CH2:21][N:22]([CH2:23][CH2:24][NH:25][C:26]([C:28]1[CH:33]=[C:32]([CH3:34])[NH:31][C:30](=[O:35])[C:29]=1[OH:36])=[O:27])[CH2:44][CH2:45][NH:46][C:47]([C:49]1[CH:54]=[C:53]([CH3:55])[NH:52][C:51](=[O:56])[C:50]=1[OH:57])=[O:48])[CH2:15][CH2:16][CH2:17][C:18]([OH:20])=[O:19])=[O:12]. The catalyst class is: 15. (2) Reactant: C([O-])([O-])=O.[K+].[K+].Cl[CH2:8][C:9]1[CH:14]=[C:13]([OH:15])[N:12]2[N:16]=[C:17]([CH3:19])[CH:18]=[C:11]2[N:10]=1.[Br:20][C:21]1[CH:26]=[CH:25][CH:24]=[CH:23][C:22]=1[SH:27].O. The catalyst class is: 3. Product: [Br:20][C:21]1[CH:26]=[CH:25][CH:24]=[CH:23][C:22]=1[S:27][CH2:8][C:9]1[CH:14]=[C:13]([OH:15])[N:12]2[N:16]=[C:17]([CH3:19])[CH:18]=[C:11]2[N:10]=1. (3) Reactant: C([O-])([O-])=O.[K+].[K+].[CH3:7][C:8]1[N:9]=[C:10]([CH2:13][CH2:14][CH3:15])[NH:11][CH:12]=1.F[C:17]1[CH:22]=[C:21]([F:23])[CH:20]=[CH:19][C:18]=1[N+:24]([O-:26])=[O:25]. Product: [F:23][C:21]1[CH:22]=[CH:17][C:18]([N+:24]([O-:26])=[O:25])=[C:19]([N:11]2[CH:12]=[C:8]([CH3:7])[N:9]=[C:10]2[CH2:13][CH2:14][CH3:15])[CH:20]=1. The catalyst class is: 10. (4) Reactant: [CH2:1]([CH:3]1[O:7][C:6](=[O:8])[N:5]([CH2:9][C:10]2[CH:15]=[CH:14][CH:13]=[CH:12][C:11]=2[NH2:16])[CH2:4]1)[CH3:2].C(N(CC)CC)C.[F:24][C:25]([F:38])([F:37])[S:26](O[S:26]([C:25]([F:38])([F:37])[F:24])(=[O:28])=[O:27])(=[O:28])=[O:27]. Product: [CH2:1]([CH:3]1[O:7][C:6](=[O:8])[N:5]([CH2:9][C:10]2[CH:15]=[CH:14][CH:13]=[CH:12][C:11]=2[NH:16][S:26]([C:25]([F:38])([F:37])[F:24])(=[O:28])=[O:27])[CH2:4]1)[CH3:2]. The catalyst class is: 22. (5) Reactant: [CH3:1][C:2]1([CH3:12])[O:6][C:5](=[CH:7][C:8](Cl)=[O:9])[C:4](=[O:11])[O:3]1.Cl.[Cl:14][C:15]1[CH:16]=[C:17]([CH:21]=[C:22]([Cl:24])[CH:23]=1)[CH2:18][NH:19][CH3:20].CCN(CC)CC. Product: [Cl:14][C:15]1[CH:16]=[C:17]([CH:21]=[C:22]([Cl:24])[CH:23]=1)[CH2:18][N:19]([CH3:20])[C:8](=[O:9])[CH:7]=[C:5]1[C:4](=[O:11])[O:3][C:2]([CH3:12])([CH3:1])[O:6]1. The catalyst class is: 2. (6) Product: [CH2:5]([O:7][C:8](=[O:24])[CH2:9][O:10][CH2:11][CH2:12][CH2:13][CH2:14][N:15]1[C:20](=[O:21])[CH2:19][CH2:18][CH2:17][C@@H:16]1[CH:22]=[O:23])[CH3:6]. Reactant: CS(C)=O.[CH2:5]([O:7][C:8](=[O:24])[CH2:9][O:10][CH2:11][CH2:12][CH2:13][CH2:14][N:15]1[C:20](=[O:21])[CH2:19][CH2:18][CH2:17][C@@H:16]1[CH2:22][OH:23])[CH3:6].FC(F)(F)C([O-])=O.[NH+]1C=CC=CC=1. The catalyst class is: 48. (7) Reactant: [O:1]1[CH2:6][CH2:5][CH:4]([C:7]2[CH:12]=[CH:11][C:10](N)=[CH:9][CH:8]=2)[CH2:3][CH2:2]1.N([O-])=O.[Na+].[BrH:18]. Product: [Br:18][C:10]1[CH:11]=[CH:12][C:7]([CH:4]2[CH2:5][CH2:6][O:1][CH2:2][CH2:3]2)=[CH:8][CH:9]=1. The catalyst class is: 6. (8) Reactant: [C:1]1([C@H:7]2[CH2:9][C@H:8]2[C:10](OCC)=[O:11])[CH:6]=[CH:5][CH:4]=[CH:3][CH:2]=1.[H-].[Li+].[Al+3].[H-].[H-].[H-].O.O.O.O.O.O.O.O.O.O.S([O-])([O-])(=O)=O.[Na+].[Na+]. Product: [C:1]1([C@H:7]2[CH2:9][C@H:8]2[CH2:10][OH:11])[CH:6]=[CH:5][CH:4]=[CH:3][CH:2]=1. The catalyst class is: 27.